Dataset: Peptide-MHC class II binding affinity with 134,281 pairs from IEDB. Task: Regression. Given a peptide amino acid sequence and an MHC pseudo amino acid sequence, predict their binding affinity value. This is MHC class II binding data. (1) The peptide sequence is AVFEAALTKAITAMS. The MHC is DRB1_0701 with pseudo-sequence DRB1_0701. The binding affinity (normalized) is 0.667. (2) The peptide sequence is DTISSYFVGKMYF. The MHC is DRB1_0701 with pseudo-sequence DRB1_0701. The binding affinity (normalized) is 0.330. (3) The peptide sequence is EDLVRAYHAMSSTHE. The MHC is DRB1_0802 with pseudo-sequence DRB1_0802. The binding affinity (normalized) is 0.134. (4) The peptide sequence is AETAVNTLFEKLEPM. The MHC is DRB1_0701 with pseudo-sequence DRB1_0701. The binding affinity (normalized) is 0.328.